Dataset: Peptide-MHC class I binding affinity with 185,985 pairs from IEDB/IMGT. Task: Regression. Given a peptide amino acid sequence and an MHC pseudo amino acid sequence, predict their binding affinity value. This is MHC class I binding data. The peptide sequence is NIKPVIVPDI. The MHC is HLA-A02:02 with pseudo-sequence HLA-A02:02. The binding affinity (normalized) is 0.146.